From a dataset of Reaction yield outcomes from USPTO patents with 853,638 reactions. Predict the reaction yield, written as a fraction of the theoretical maximum amount of product (1.0 means a 100% yield; for example, 0.34 means a 34% yield). (1) The reactants are [CH2:1]([O:8][C:9]([NH:11][C@H:12]([C:17]([OH:19])=O)[CH2:13][C:14]([OH:16])=[O:15])=[O:10])[C:2]1[CH:7]=[CH:6][CH:5]=[CH:4][CH:3]=1.O[C:21]1[C:29]2N=NN[C:25]=2[CH:24]=[CH:23][CH:22]=1.Cl.[CH3:31]N(C)CCCN=C=NCC.[NH2:42][CH2:43][CH2:44][CH:45]([O:49][CH2:50][CH3:51])[O:46][CH2:47][CH3:48].C(N(CC)C(C)C)(C)C. The catalyst is O1CCCC1. The product is [CH2:1]([O:8][C:9]([NH:11][C@H:12]([C:17]([NH:42][CH2:43][CH2:44][CH:45]([O:49][CH2:50][CH3:51])[O:46][CH2:47][CH3:48])=[O:19])[CH2:13][C:14]([O:16][CH2:31][C:21]1[CH:29]=[CH:25][CH:24]=[CH:23][CH:22]=1)=[O:15])=[O:10])[C:2]1[CH:3]=[CH:4][CH:5]=[CH:6][CH:7]=1. The yield is 1.00. (2) The reactants are [O:1]1[CH2:6][C:5](=O)[NH:4][C:3]2[N:8]=[CH:9][CH:10]=[CH:11][C:2]1=2.[H-].[H-].[H-].[H-].[Li+].[Al+3]. The catalyst is C1COCC1. The product is [O:1]1[CH2:6][CH2:5][NH:4][C:3]2[N:8]=[CH:9][CH:10]=[CH:11][C:2]1=2. The yield is 0.790. (3) The reactants are Cl[C:2]1[C:11]([CH2:12]O)=[CH:10][C:9]2[C:4](=[C:5]([CH3:14])[CH:6]=[CH:7][CH:8]=2)[N:3]=1.[Cl:15][C:16]1[CH:21]=[CH:20][CH:19]=[C:18]([F:22])[C:17]=1B(O)O.[O-]P([O-])([O-])=O.[K+].[K+].[K+].F.[K].P(Br)(Br)Br.C([O-])([O-])=O.[K+].[K+].[SH:46][C:47]1[N:55]=[CH:54][N:53]=[C:52]2[C:48]=1[NH:49][CH:50]=[N:51]2. The catalyst is COCCOC.O.CCOC(C)=O.C(Cl)Cl.CN(C=O)C.C1C=CC([P]([Pd]([P](C2C=CC=CC=2)(C2C=CC=CC=2)C2C=CC=CC=2)([P](C2C=CC=CC=2)(C2C=CC=CC=2)C2C=CC=CC=2)[P](C2C=CC=CC=2)(C2C=CC=CC=2)C2C=CC=CC=2)(C2C=CC=CC=2)C2C=CC=CC=2)=CC=1. The product is [Cl:15][C:16]1[CH:21]=[CH:20][CH:19]=[C:18]([F:22])[C:17]=1[C:2]1[C:11]([CH2:12][S:46][C:47]2[N:55]=[CH:54][N:53]=[C:52]3[C:48]=2[NH:49][CH:50]=[N:51]3)=[CH:10][C:9]2[C:4](=[C:5]([CH3:14])[CH:6]=[CH:7][CH:8]=2)[N:3]=1. The yield is 0.190.